Dataset: NCI-60 drug combinations with 297,098 pairs across 59 cell lines. Task: Regression. Given two drug SMILES strings and cell line genomic features, predict the synergy score measuring deviation from expected non-interaction effect. (1) Drug 1: C1CN1P(=S)(N2CC2)N3CC3. Drug 2: C1C(C(OC1N2C=C(C(=O)NC2=O)F)CO)O. Cell line: OVCAR-8. Synergy scores: CSS=14.0, Synergy_ZIP=-6.55, Synergy_Bliss=0.900, Synergy_Loewe=-6.62, Synergy_HSA=2.06. (2) Drug 1: CC1=CC=C(C=C1)C2=CC(=NN2C3=CC=C(C=C3)S(=O)(=O)N)C(F)(F)F. Drug 2: CC12CCC3C(C1CCC2O)C(CC4=C3C=CC(=C4)O)CCCCCCCCCS(=O)CCCC(C(F)(F)F)(F)F. Cell line: SF-268. Synergy scores: CSS=-7.20, Synergy_ZIP=0.638, Synergy_Bliss=-5.97, Synergy_Loewe=-7.93, Synergy_HSA=-7.38.